This data is from NCI-60 drug combinations with 297,098 pairs across 59 cell lines. The task is: Regression. Given two drug SMILES strings and cell line genomic features, predict the synergy score measuring deviation from expected non-interaction effect. (1) Drug 1: C1=NC2=C(N1)C(=S)N=CN2. Drug 2: C1C(C(OC1N2C=NC3=C2NC=NCC3O)CO)O. Cell line: SN12C. Synergy scores: CSS=30.1, Synergy_ZIP=-5.76, Synergy_Bliss=2.39, Synergy_Loewe=-2.87, Synergy_HSA=3.18. (2) Drug 1: CCC1=CC2CC(C3=C(CN(C2)C1)C4=CC=CC=C4N3)(C5=C(C=C6C(=C5)C78CCN9C7C(C=CC9)(C(C(C8N6C)(C(=O)OC)O)OC(=O)C)CC)OC)C(=O)OC.C(C(C(=O)O)O)(C(=O)O)O. Drug 2: CCCCC(=O)OCC(=O)C1(CC(C2=C(C1)C(=C3C(=C2O)C(=O)C4=C(C3=O)C=CC=C4OC)O)OC5CC(C(C(O5)C)O)NC(=O)C(F)(F)F)O. Cell line: RPMI-8226. Synergy scores: CSS=44.7, Synergy_ZIP=0.841, Synergy_Bliss=3.16, Synergy_Loewe=-7.54, Synergy_HSA=3.12. (3) Drug 1: COC1=CC(=CC(=C1O)OC)C2C3C(COC3=O)C(C4=CC5=C(C=C24)OCO5)OC6C(C(C7C(O6)COC(O7)C8=CC=CS8)O)O. Drug 2: CCCCCOC(=O)NC1=NC(=O)N(C=C1F)C2C(C(C(O2)C)O)O. Cell line: OVCAR3. Synergy scores: CSS=22.9, Synergy_ZIP=-8.04, Synergy_Bliss=-1.60, Synergy_Loewe=-22.0, Synergy_HSA=-2.55. (4) Drug 1: CN(C)N=NC1=C(NC=N1)C(=O)N. Synergy scores: CSS=-1.69, Synergy_ZIP=-0.974, Synergy_Bliss=-3.31, Synergy_Loewe=-4.88, Synergy_HSA=-4.17. Drug 2: C1=CN(C=N1)CC(O)(P(=O)(O)O)P(=O)(O)O. Cell line: NCI/ADR-RES. (5) Drug 1: CC1=C2C(C(=O)C3(C(CC4C(C3C(C(C2(C)C)(CC1OC(=O)C(C(C5=CC=CC=C5)NC(=O)OC(C)(C)C)O)O)OC(=O)C6=CC=CC=C6)(CO4)OC(=O)C)OC)C)OC. Drug 2: CC1CCCC2(C(O2)CC(NC(=O)CC(C(C(=O)C(C1O)C)(C)C)O)C(=CC3=CSC(=N3)C)C)C. Cell line: SK-MEL-2. Synergy scores: CSS=42.0, Synergy_ZIP=1.99, Synergy_Bliss=-0.332, Synergy_Loewe=-6.29, Synergy_HSA=-0.0534.